This data is from Full USPTO retrosynthesis dataset with 1.9M reactions from patents (1976-2016). The task is: Predict the reactants needed to synthesize the given product. The reactants are: C([N:3]([CH2:6][CH2:7][O:8][CH2:9][C:10]([OH:13])([CH3:12])[CH3:11])C=O)=O.[ClH:14]. Given the product [ClH:14].[NH2:3][CH2:6][CH2:7][O:8][CH2:9][C:10]([CH3:12])([OH:13])[CH3:11], predict the reactants needed to synthesize it.